Dataset: Retrosynthesis with 50K atom-mapped reactions and 10 reaction types from USPTO. Task: Predict the reactants needed to synthesize the given product. (1) Given the product CC(C)(C)c1ccc(S(=O)(=O)Nc2ccc3[nH]c(C(=O)N4CCCC4)c(-c4ccccc4)c3c2)cc1, predict the reactants needed to synthesize it. The reactants are: CC(C)(C)c1ccc(S(=O)(=O)O)cc1.Nc1ccc2[nH]c(C(=O)N3CCCC3)c(-c3ccccc3)c2c1. (2) The reactants are: COc1cc(CCC(=O)O)ccc1O.NCc1ccc2ccccc2c1. Given the product COc1cc(CCC(=O)NCc2ccc3ccccc3c2)ccc1O, predict the reactants needed to synthesize it.